This data is from Blood-brain barrier penetration binary classification data from Martins et al.. The task is: Regression/Classification. Given a drug SMILES string, predict its absorption, distribution, metabolism, or excretion properties. Task type varies by dataset: regression for continuous measurements (e.g., permeability, clearance, half-life) or binary classification for categorical outcomes (e.g., BBB penetration, CYP inhibition). Dataset: bbb_martins. (1) The molecule is CN(C)[C@@H]1C(=O)/C(=C(/N)O)C(=O)[C@@]2(O)C(=O)C3=C(O)c4c(O)ccc(Cl)c4[C@@](C)(O)[C@H]3C[C@@H]12.[Cl-].[H+]. The result is 0 (does not penetrate BBB). (2) The compound is CC(=O)OCC(=O)[C@@]1(O)CC[C@H]2[C@@H]3C[C@H](Cl)C4=CC(=O)C=C[C@]4(C)[C@H]3C(=O)C[C@@]21C. The result is 1 (penetrates BBB). (3) The drug is CO[C@H]1/C=C/O[C@@]2(C)Oc3c(C)c(O)c4c(c3C2=O)C2=NC3(CCN(CC(C)C)CC3)NC2=C(NC(=O)/C(C)=C\C=C\[C@H](C)[C@H](O)[C@@H](C)[C@@H](O)[C@@H](C)[C@H](OC(C)=O)[C@@H]1C)C4=O. The result is 0 (does not penetrate BBB). (4) The molecule is O=C(Cn1ccnc1)c1ccc2ccccc2c1. The result is 1 (penetrates BBB). (5) The drug is S=C(NC1CCCCC1)N1CCC(c2c[nH]cn2)CC1. The result is 1 (penetrates BBB).